Dataset: Forward reaction prediction with 1.9M reactions from USPTO patents (1976-2016). Task: Predict the product of the given reaction. (1) Given the reactants Cl[C:2]1[N:10]=[CH:9][N:8]=[C:7]2[C:3]=1[N:4]=[C:5]([C:11]1[CH:16]=[CH:15][C:14]([O:17][CH2:18][CH2:19][N:20]3[CH2:24][CH2:23][CH2:22][CH2:21]3)=[CH:13][CH:12]=1)[NH:6]2.[C:25]([C:27]1[CH:46]=[C:45](B2OC(C)(C)C(C)(C)O2)[CH:44]=[CH:43][C:28]=1[O:29][CH:30]1[CH2:35][CH2:34][N:33]([C:36]([O:38][C:39]([CH3:42])([CH3:41])[CH3:40])=[O:37])[CH2:32][CH2:31]1)#[N:26].O1C=CC=C1P(C1OC=CC=1)C1OC=CC=1.C([O-])(O)=O.[Na+], predict the reaction product. The product is: [C:25]([C:27]1[CH:46]=[C:45]([C:2]2[N:10]=[CH:9][N:8]=[C:7]3[C:3]=2[N:4]=[C:5]([C:11]2[CH:16]=[CH:15][C:14]([O:17][CH2:18][CH2:19][N:20]4[CH2:24][CH2:23][CH2:22][CH2:21]4)=[CH:13][CH:12]=2)[NH:6]3)[CH:44]=[CH:43][C:28]=1[O:29][CH:30]1[CH2:35][CH2:34][N:33]([C:36]([O:38][C:39]([CH3:42])([CH3:41])[CH3:40])=[O:37])[CH2:32][CH2:31]1)#[N:26]. (2) Given the reactants [F:1][C:2]1[CH:3]=[C:4]([NH:21][C:22]([C:24]2[C:25](=[O:45])[N:26]([C:39]3[CH:44]=[CH:43][CH:42]=[CH:41][CH:40]=3)[N:27]([CH2:30][C@H:31]([O:33][C:34](=[O:38])[C@@H:35]([NH2:37])[CH3:36])[CH3:32])[C:28]=2[CH3:29])=[O:23])[CH:5]=[CH:6][C:7]=1[O:8][C:9]1[C:18]2[C:13](=[CH:14][C:15]([O:19][CH3:20])=[CH:16][CH:17]=2)[N:12]=[CH:11][CH:10]=1.CO.[C:48]1([CH3:58])[CH:53]=[CH:52][C:51]([S:54]([OH:57])(=[O:56])=[O:55])=[CH:50][CH:49]=1, predict the reaction product. The product is: [CH3:58][C:48]1[CH:49]=[CH:50][C:51]([S:54]([OH:57])(=[O:56])=[O:55])=[CH:52][CH:53]=1.[F:1][C:2]1[CH:3]=[C:4]([NH:21][C:22]([C:24]2[C:25](=[O:45])[N:26]([C:39]3[CH:40]=[CH:41][CH:42]=[CH:43][CH:44]=3)[N:27]([CH2:30][C@H:31]([O:33][C:34](=[O:38])[C@@H:35]([NH2:37])[CH3:36])[CH3:32])[C:28]=2[CH3:29])=[O:23])[CH:5]=[CH:6][C:7]=1[O:8][C:9]1[C:18]2[C:13](=[CH:14][C:15]([O:19][CH3:20])=[CH:16][CH:17]=2)[N:12]=[CH:11][CH:10]=1. (3) Given the reactants COC1C2[N:9]=[C:10]([NH2:12])[S:11][C:7]=2[C:6]([NH:13][CH3:14])=[CH:5][CH:4]=1.N1C=CC=C[CH:16]=1.[C:21](Cl)(=[O:23])[CH3:22].[O:25]1CC[CH2:27][CH2:26]1, predict the reaction product. The product is: [NH2:12][C:10]1[S:11][C:7]2[C:6]([N:13]([CH3:14])[C:26](=[O:25])[CH3:27])=[CH:5][CH:4]=[C:21]([O:23][CH3:16])[C:22]=2[N:9]=1. (4) Given the reactants [F:1][C:2]1[CH:7]=[C:6]([F:8])[CH:5]=[CH:4][C:3]=1[N:9]1[C:13]([C:14]2[S:23][C:22]3[C:21]4[N:24]=[C:25]([NH:28]CC5C=CC(OC)=CC=5)[CH:26]=[CH:27][C:20]=4[O:19][CH2:18][CH2:17][C:16]=3[CH:15]=2)=[N:12][CH:11]=[N:10]1, predict the reaction product. The product is: [F:1][C:2]1[CH:7]=[C:6]([F:8])[CH:5]=[CH:4][C:3]=1[N:9]1[C:13]([C:14]2[S:23][C:22]3[C:21]4[N:24]=[C:25]([NH2:28])[CH:26]=[CH:27][C:20]=4[O:19][CH2:18][CH2:17][C:16]=3[CH:15]=2)=[N:12][CH:11]=[N:10]1. (5) Given the reactants Cl[C:2]1[CH:7]=[C:6]([N:8]2[CH:12]=[N:11][C:10]([NH:13][C:14]3[CH:19]=[CH:18][CH:17]=[CH:16][CH:15]=3)=[N:9]2)[CH:5]=[CH:4][N:3]=1.[CH3:20][O:21][C:22]1[CH:29]=[CH:28][C:25]([CH2:26][NH2:27])=[CH:24][CH:23]=1, predict the reaction product. The product is: [CH3:20][O:21][C:22]1[CH:29]=[CH:28][C:25]([CH2:26][NH:27][C:2]2[CH:7]=[C:6]([N:8]3[CH:12]=[N:11][C:10]([NH:13][C:14]4[CH:19]=[CH:18][CH:17]=[CH:16][CH:15]=4)=[N:9]3)[CH:5]=[CH:4][N:3]=2)=[CH:24][CH:23]=1. (6) Given the reactants CO.Cl.C(OCC)(=O)C.[CH2:10]([O:17][C:18]([NH:20][C@H:21]1[CH2:26][CH2:25][N:24]([C:27](OC(C)(C)C)=[O:28])[CH2:23][C@H:22]1[O:34][CH3:35])=[O:19])[C:11]1[CH:16]=[CH:15][CH:14]=[CH:13][CH:12]=1.[Cl:36][CH2:37]C(Cl)=O, predict the reaction product. The product is: [Cl:36][CH2:37][C:27]([N:24]1[CH2:25][CH2:26][C@H:21]([NH:20][C:18](=[O:19])[O:17][CH2:10][C:11]2[CH:16]=[CH:15][CH:14]=[CH:13][CH:12]=2)[C@H:22]([O:34][CH3:35])[CH2:23]1)=[O:28]. (7) The product is: [CH2:9]1[C:8]2[CH:12]=[CH:13][C:5]([OH:4])=[CH:6][C:7]=2[CH2:11][S:10]1. Given the reactants C([O:4][C:5]1[CH:13]=[CH:12][C:8]2[CH2:9][S:10][CH2:11][C:7]=2[CH:6]=1)C=C.[BH4-].[Na+], predict the reaction product. (8) Given the reactants [CH3:1][CH:2]([C:8]([C:10]([F:13])([F:12])[F:11])=O)[C:3](OCC)=[O:4].Cl.[CH:15]([NH2:17])=[NH:16].C[O-].[Na+].O, predict the reaction product. The product is: [OH:4][C:3]1[C:2]([CH3:1])=[C:8]([C:10]([F:13])([F:12])[F:11])[N:17]=[CH:15][N:16]=1. (9) Given the reactants [CH3:1][C:2]1[CH:11]=[CH:10][C:5]([C:6]([O:8]C)=[O:7])=[CH:4][C:3]=1[NH:12][C:13]([C:15]1[S:23][C:18]2=[N:19][CH:20]=[CH:21][N:22]=[C:17]2[CH:16]=1)=[O:14].Cl, predict the reaction product. The product is: [CH3:1][C:2]1[CH:11]=[CH:10][C:5]([C:6]([OH:8])=[O:7])=[CH:4][C:3]=1[NH:12][C:13]([C:15]1[S:23][C:18]2=[N:19][CH:20]=[CH:21][N:22]=[C:17]2[CH:16]=1)=[O:14]. (10) Given the reactants [N+:1]([C:4]1[CH:9]=[CH:8][C:7]([C:10]2[CH2:11][CH2:12][S:13](=[O:17])(=[O:16])[CH2:14][CH:15]=2)=[CH:6][CH:5]=1)([O-])=O, predict the reaction product. The product is: [O:16]=[S:13]1(=[O:17])[CH2:14][CH2:15][CH:10]([C:7]2[CH:8]=[CH:9][C:4]([NH2:1])=[CH:5][CH:6]=2)[CH2:11][CH2:12]1.